Dataset: Full USPTO retrosynthesis dataset with 1.9M reactions from patents (1976-2016). Task: Predict the reactants needed to synthesize the given product. (1) Given the product [F:1][C:2]1[CH:3]=[CH:4][C:5]([C:8]2[N:9]=[C:10]([CH:28]3[CH2:33][CH2:32][N:31]([CH3:34])[CH2:30][CH2:29]3)[S:11][C:12]=2[C:13]2[CH:18]=[CH:17][N:16]=[C:15]([NH:19][C@H:20]([C:22]3[CH:27]=[CH:26][CH:25]=[CH:24][CH:23]=3)[CH3:21])[N:14]=2)=[CH:6][CH:7]=1, predict the reactants needed to synthesize it. The reactants are: [F:1][C:2]1[CH:7]=[CH:6][C:5]([C:8]2[N:9]=[C:10]([CH:28]3[CH2:33][CH2:32][NH:31][CH2:30][CH2:29]3)[S:11][C:12]=2[C:13]2[CH:18]=[CH:17][N:16]=[C:15]([NH:19][C@H:20]([C:22]3[CH:27]=[CH:26][CH:25]=[CH:24][CH:23]=3)[CH3:21])[N:14]=2)=[CH:4][CH:3]=1.[CH2:34]=O.[BH4-].[Na+]. (2) The reactants are: [N:1]1([C:7]([N:9]2[CH2:14][CH:13]([C:15]3[CH:20]=[CH:19][C:18]([O:21][C:22]([F:25])([F:24])[F:23])=[CH:17][CH:16]=3)[CH2:12][CH:11]([C:26](O)=[O:27])[CH2:10]2)=[O:8])[CH2:6][CH2:5][O:4][CH2:3][CH2:2]1.[Cl:29][C:30]1[CH:35]=[C:34]([C:36](=[NH:39])[NH:37]O)[CH:33]=[CH:32][N:31]=1. Given the product [Cl:29][C:30]1[CH:35]=[C:34]([C:36]2[N:39]=[C:26]([CH:11]3[CH2:12][CH:13]([C:15]4[CH:16]=[CH:17][C:18]([O:21][C:22]([F:23])([F:24])[F:25])=[CH:19][CH:20]=4)[CH2:14][N:9]([C:7]([N:1]4[CH2:2][CH2:3][O:4][CH2:5][CH2:6]4)=[O:8])[CH2:10]3)[O:27][N:37]=2)[CH:33]=[CH:32][N:31]=1, predict the reactants needed to synthesize it. (3) Given the product [C:1]([C:3]1[CH:10]=[CH:9][C:6]([CH:7]=[N:12][OH:13])=[CH:5][CH:4]=1)#[N:2], predict the reactants needed to synthesize it. The reactants are: [C:1]([C:3]1[CH:10]=[CH:9][C:6]([CH:7]=O)=[CH:5][CH:4]=1)#[N:2].Cl.[NH2:12][OH:13].CN1CCOCC1.O. (4) The reactants are: Cl[C:2]1[N:3]=[C:4]([NH:27][C:28]2[CH:33]=[CH:32][C:31]([F:34])=[CH:30][CH:29]=2)[C:5]2[C:10]([C:11]3[CH:16]=[CH:15][N:14]=[CH:13][CH:12]=3)=[CH:9][N:8](S(C3C=CC(C)=CC=3)(=O)=O)[C:6]=2[N:7]=1.[NH2:35][C:36]1[CH:37]=[C:38]2[C:43](=[CH:44][CH:45]=1)[N:42]([CH3:46])[C:41](=[O:47])[CH2:40][CH2:39]2.C[Si](Cl)(C)C. Given the product [F:34][C:31]1[CH:30]=[CH:29][C:28]([NH:27][C:4]2[C:5]3[C:10]([C:11]4[CH:12]=[CH:13][N:14]=[CH:15][CH:16]=4)=[CH:9][NH:8][C:6]=3[N:7]=[C:2]([NH:35][C:36]3[CH:37]=[C:38]4[C:43](=[CH:44][CH:45]=3)[N:42]([CH3:46])[C:41](=[O:47])[CH2:40][CH2:39]4)[N:3]=2)=[CH:33][CH:32]=1, predict the reactants needed to synthesize it. (5) Given the product [NH2:21][C:22]1[CH:27]=[CH:26][C:25]([O:28][C:13]2[CH:14]=[CH:15][C:10]([C:9]([NH:8][C:5]3[CH:6]=[CH:7][C:2]([Br:1])=[CH:3][CH:4]=3)=[O:20])=[CH:11][C:12]=2[N+:17]([O-:19])=[O:18])=[CH:24][CH:23]=1, predict the reactants needed to synthesize it. The reactants are: [Br:1][C:2]1[CH:7]=[CH:6][C:5]([NH:8][C:9](=[O:20])[C:10]2[CH:15]=[CH:14][C:13](Cl)=[C:12]([N+:17]([O-:19])=[O:18])[CH:11]=2)=[CH:4][CH:3]=1.[NH2:21][C:22]1[CH:27]=[CH:26][C:25]([OH:28])=[CH:24][CH:23]=1.[OH-].[K+].Cl. (6) Given the product [CH2:35]([O:34][C:8]1[CH:9]=[C:10]([C:13]([C:15]2[C:16]([F:33])=[C:17]([C@H:22]([NH:25][C:26](=[O:32])[O:27][C:28]([CH3:30])([CH3:29])[CH3:31])[CH2:23][CH3:24])[CH:18]=[CH:19][C:20]=2[Cl:21])=[O:14])[CH:11]=[CH:12][C:7]=1[NH:6][C:3](=[O:4])[CH2:2][Cl:1])[C:36]1[CH:37]=[CH:38][CH:39]=[CH:40][CH:41]=1, predict the reactants needed to synthesize it. The reactants are: [Cl:1][CH2:2][C:3](Cl)=[O:4].[NH2:6][C:7]1[CH:12]=[CH:11][C:10]([C:13]([C:15]2[C:16]([F:33])=[C:17]([C@H:22]([NH:25][C:26](=[O:32])[O:27][C:28]([CH3:31])([CH3:30])[CH3:29])[CH2:23][CH3:24])[CH:18]=[CH:19][C:20]=2[Cl:21])=[O:14])=[CH:9][C:8]=1[O:34][CH2:35][C:36]1[CH:41]=[CH:40][CH:39]=[CH:38][CH:37]=1.C(N(CC)CC)C. (7) Given the product [CH2:1]([C:3]1[N:13]([CH2:14][C:15]2[CH:16]=[CH:17][C:18](/[CH:21]=[CH:22]/[CH2:23][N:33]3[CH2:32][CH2:31][CH:30]([O:29][CH2:28][C:27]([NH:26][CH3:25])=[O:36])[CH2:35][CH2:34]3)=[CH:19][CH:20]=2)[C:6]2=[N:7][C:8]([CH3:12])=[CH:9][C:10]([CH3:11])=[C:5]2[N:4]=1)[CH3:2], predict the reactants needed to synthesize it. The reactants are: [CH2:1]([C:3]1[N:13]([CH2:14][C:15]2[CH:20]=[CH:19][C:18](/[CH:21]=[CH:22]/[CH2:23]O)=[CH:17][CH:16]=2)[C:6]2=[N:7][C:8]([CH3:12])=[CH:9][C:10]([CH3:11])=[C:5]2[N:4]=1)[CH3:2].[CH3:25][NH:26][C:27](=[O:36])[CH2:28][O:29][CH:30]1[CH2:35][CH2:34][NH:33][CH2:32][CH2:31]1.